Dataset: Catalyst prediction with 721,799 reactions and 888 catalyst types from USPTO. Task: Predict which catalyst facilitates the given reaction. (1) Reactant: [F:1][C:2]([F:7])([F:6])[C:3]([OH:5])=[O:4].[NH2:8][C@H:9]([C:14]([N:16]1[CH2:43][CH2:42][CH2:41][C@H:17]1[C:18]([NH:20][CH2:21][CH2:22][CH2:23][NH:24][C:25]1[C:38]2[C:37](=[O:39])[C:36]3[C:31](=[CH:32][CH:33]=[CH:34][CH:35]=3)[C:30](=[O:40])[C:29]=2[CH:28]=[CH:27][CH:26]=1)=[O:19])=[O:15])[CH2:10][CH:11]([CH3:13])[CH3:12]. Product: [F:1][C:2]([F:7])([F:6])[C:3]([OH:5])=[O:4].[NH2:8][C@H:9]([C:14]([NH:16][CH2:2][C:3]([NH:8][C@H:9]([C:14]([N:16]1[CH2:43][CH2:42][CH2:41][C@H:17]1[C:18]([NH:20][CH2:21][CH2:22][CH2:23][NH:24][C:25]1[C:38]2[C:37](=[O:39])[C:36]3[C:31](=[CH:32][CH:33]=[CH:34][CH:35]=3)[C:30](=[O:40])[C:29]=2[CH:28]=[CH:27][CH:26]=1)=[O:19])=[O:15])[CH2:10][CH:11]([CH3:12])[CH3:13])=[O:5])=[O:15])[CH2:10][CH:11]([CH3:13])[CH3:12]. The catalyst class is: 338. (2) Reactant: [O:1]=[S:2]1(=[O:44])[C:5]2([CH2:8][N:7]([C:9]3[CH:14]=[CH:13][C:12]([C:15]4[C:16]5[CH:23]=[C:22]([CH2:24][O:25][C:26]6[CH:31]=[CH:30][C:29]([C:32]7([CH2:37][C:38]([O:40]CC)=[O:39])[CH2:35][C:34](=[O:36])[CH2:33]7)=[CH:28][CH:27]=6)[CH:21]=[CH:20][C:17]=5[S:18][CH:19]=4)=[C:11]([CH3:43])[CH:10]=3)[CH2:6]2)[CH2:4][CH2:3]1.[OH-].[Na+].Cl. Product: [O:44]=[S:2]1(=[O:1])[C:5]2([CH2:6][N:7]([C:9]3[CH:14]=[CH:13][C:12]([C:15]4[C:16]5[CH:23]=[C:22]([CH2:24][O:25][C:26]6[CH:27]=[CH:28][C:29]([C:32]7([CH2:37][C:38]([OH:40])=[O:39])[CH2:35][C:34](=[O:36])[CH2:33]7)=[CH:30][CH:31]=6)[CH:21]=[CH:20][C:17]=5[S:18][CH:19]=4)=[C:11]([CH3:43])[CH:10]=3)[CH2:8]2)[CH2:4][CH2:3]1. The catalyst class is: 23.